Dataset: NCI-60 drug combinations with 297,098 pairs across 59 cell lines. Task: Regression. Given two drug SMILES strings and cell line genomic features, predict the synergy score measuring deviation from expected non-interaction effect. (1) Drug 1: CCC1=C2CN3C(=CC4=C(C3=O)COC(=O)C4(CC)O)C2=NC5=C1C=C(C=C5)O. Drug 2: C1CN(P(=O)(OC1)NCCCl)CCCl. Cell line: NCI-H322M. Synergy scores: CSS=-3.23, Synergy_ZIP=1.90, Synergy_Bliss=-0.150, Synergy_Loewe=-2.15, Synergy_HSA=-3.99. (2) Drug 1: CC1=C(C=C(C=C1)C(=O)NC2=CC(=CC(=C2)C(F)(F)F)N3C=C(N=C3)C)NC4=NC=CC(=N4)C5=CN=CC=C5. Drug 2: CCCCC(=O)OCC(=O)C1(CC(C2=C(C1)C(=C3C(=C2O)C(=O)C4=C(C3=O)C=CC=C4OC)O)OC5CC(C(C(O5)C)O)NC(=O)C(F)(F)F)O. Cell line: UO-31. Synergy scores: CSS=63.1, Synergy_ZIP=11.6, Synergy_Bliss=8.86, Synergy_Loewe=8.00, Synergy_HSA=8.47. (3) Drug 1: C1CCN(CC1)CCOC2=CC=C(C=C2)C(=O)C3=C(SC4=C3C=CC(=C4)O)C5=CC=C(C=C5)O. Drug 2: C1C(C(OC1N2C=C(C(=O)NC2=O)F)CO)O. Cell line: PC-3. Synergy scores: CSS=40.8, Synergy_ZIP=-0.347, Synergy_Bliss=-2.67, Synergy_Loewe=-17.6, Synergy_HSA=-3.12.